Predict which catalyst facilitates the given reaction. From a dataset of Catalyst prediction with 721,799 reactions and 888 catalyst types from USPTO. (1) Product: [F:1][C:2]1[CH:7]=[CH:6][C:5]([F:8])=[CH:4][C:3]=1[CH:9]1[CH2:13][CH2:12][CH2:11][N:10]1[C:14]1[CH:19]=[CH:18][N:17]2[N:20]=[CH:21][C:22]([C:35]3[CH:34]=[N:33][O:32][CH:36]=3)=[C:16]2[N:15]=1. The catalyst class is: 669. Reactant: [F:1][C:2]1[CH:7]=[CH:6][C:5]([F:8])=[CH:4][C:3]=1[CH:9]1[CH2:13][CH2:12][CH2:11][N:10]1[C:14]1[CH:19]=[CH:18][N:17]2[N:20]=[CH:21][C:22](I)=[C:16]2[N:15]=1.[O-]P([O-])([O-])=O.[K+].[K+].[K+].[O:32]1[CH:36]=[C:35](B(O)O)[CH:34]=[N:33]1. (2) Reactant: [NH2:1][C:2]1[C:7]([Cl:8])=[CH:6][NH:5][C:4](=[O:9])[N:3]=1.C(O[CH:14]1[C@H:18]([O:19][C:20](=[O:22])[CH3:21])[C@H:17]([O:23][CH2:24][C:25]2[CH:30]=[CH:29][CH:28]=[CH:27][CH:26]=2)[C@:16]([CH2:34][O:35][CH2:36][C:37]2[CH:42]=[CH:41][CH:40]=[CH:39][CH:38]=2)([CH:31]([F:33])[F:32])[O:15]1)(=O)C.Cl[Sn](Cl)(Cl)Cl.C([O-])(O)=O.[Na+]. Product: [C:20]([O:19][C@@H:18]1[C@H:17]([O:23][CH2:24][C:25]2[CH:30]=[CH:29][CH:28]=[CH:27][CH:26]=2)[C@:16]([CH2:34][O:35][CH2:36][C:37]2[CH:38]=[CH:39][CH:40]=[CH:41][CH:42]=2)([CH:31]([F:32])[F:33])[O:15][C@H:14]1[N:5]1[CH:6]=[C:7]([Cl:8])[C:2]([NH2:1])=[N:3][C:4]1=[O:9])(=[O:22])[CH3:21]. The catalyst class is: 23. (3) Reactant: [Br:1][C:2]1[CH:3]=[C:4]([CH3:15])[C:5]([C:8]2[CH2:13][CH2:12][C:11](=O)[CH2:10][CH:9]=2)=[N:6][CH:7]=1.[NH2:16][CH2:17][CH2:18][OH:19].C(O[BH-](OC(=O)C)OC(=O)C)(=O)C.[Na+].C(=O)([O-])[O-].[Na+].[Na+]. Product: [Br:1][C:2]1[CH:3]=[C:4]([CH3:15])[C:5]([C:8]2[CH2:13][CH2:12][CH:11]([NH:16][CH2:17][CH2:18][OH:19])[CH2:10][CH:9]=2)=[N:6][CH:7]=1. The catalyst class is: 4. (4) Reactant: [Cl:1][C:2]1[N:10]=[C:9]2[C:5]([N:6]([CH2:11][C:12]3[CH:17]=[CH:16][C:15]([C:18]([F:21])([F:20])[F:19])=[CH:14][CH:13]=3)[CH:7]=[N:8]2)=[C:4]([NH:22][C@@H:23]([CH:29]2[CH2:32][CH2:31][CH2:30]2)[CH2:24][CH2:25][C:26]([OH:28])=[O:27])[N:3]=1.[C:33](Cl)(=O)C(Cl)=O.CN(C=O)C.CO. Product: [Cl:1][C:2]1[N:10]=[C:9]2[C:5]([N:6]([CH2:11][C:12]3[CH:17]=[CH:16][C:15]([C:18]([F:21])([F:20])[F:19])=[CH:14][CH:13]=3)[CH:7]=[N:8]2)=[C:4]([NH:22][C@@H:23]([CH:29]2[CH2:32][CH2:31][CH2:30]2)[CH2:24][CH2:25][C:26]([O:28][CH3:33])=[O:27])[N:3]=1. The catalyst class is: 2. (5) Reactant: C(Cl)CCl.C1C=NC2N(O)N=NC=2C=1.Cl.[NH2:16][C@@H:17]([C:24]1[CH:29]=[CH:28][CH:27]=[C:26]([N+:30]([O-:32])=[O:31])[CH:25]=1)[CH2:18][C:19]([O:21][CH2:22][CH3:23])=[O:20].[C:33]([O:37][C:38]([N:40]([C:67]([O:69][C:70]([CH3:73])([CH3:72])[CH3:71])=[O:68])[C:41]1[C:50]2[C:45](=[CH:46][C:47]([NH:51][CH:52]([C:56]3[CH:61]=[C:60]([CH3:62])[C:59]([CH2:63][CH2:64][OH:65])=[C:58]([CH3:66])[CH:57]=3)[C:53](O)=[O:54])=[CH:48][CH:49]=2)[CH:44]=[CH:43][N:42]=1)=[O:39])([CH3:36])([CH3:35])[CH3:34].C(N(CC)CC)C. Product: [C:70]([O:69][C:67]([N:40]([C:38]([O:37][C:33]([CH3:36])([CH3:35])[CH3:34])=[O:39])[C:41]1[C:50]2[C:45](=[CH:46][C:47]([NH:51][CH:52]([C:56]3[CH:57]=[C:58]([CH3:66])[C:59]([CH2:63][CH2:64][OH:65])=[C:60]([CH3:62])[CH:61]=3)[C:53]([NH:16][C@@H:17]([C:24]3[CH:29]=[CH:28][CH:27]=[C:26]([N+:30]([O-:32])=[O:31])[CH:25]=3)[CH2:18][C:19]([O:21][CH2:22][CH3:23])=[O:20])=[O:54])=[CH:48][CH:49]=2)[CH:44]=[CH:43][N:42]=1)=[O:68])([CH3:73])([CH3:72])[CH3:71]. The catalyst class is: 31. (6) Reactant: [Cl:1][C:2]1[CH:10]=[C:9]2[C:5]([C:6]([C:11]([O:13]C)=[O:12])=[N:7][NH:8]2)=[CH:4][C:3]=1[C:15]#[C:16][C:17]1[CH:22]=[CH:21][CH:20]=[CH:19][CH:18]=1. Product: [Cl:1][C:2]1[CH:10]=[C:9]2[C:5]([C:6]([C:11]([OH:13])=[O:12])=[N:7][NH:8]2)=[CH:4][C:3]=1[C:15]#[C:16][C:17]1[CH:22]=[CH:21][CH:20]=[CH:19][CH:18]=1. The catalyst class is: 273.